From a dataset of Forward reaction prediction with 1.9M reactions from USPTO patents (1976-2016). Predict the product of the given reaction. (1) The product is: [CH:40]1[CH:39]=[CH:38][C:37]([Cl:42])=[C:36]([C@H:31]([N:6]2[CH2:5]/[C:4](=[CH:3]\[C:2]([OH:10])=[O:13])/[CH:9]([SH:1])[CH2:8][CH2:7]2)[C:32]([OH:34])=[O:33])[CH:41]=1. Given the reactants [S:1]1[CH:9]2[C:4]([CH2:5][NH:6][CH2:7][CH2:8]2)=[CH:3][C:2]1=[O:10].Cl.C(=O)([O-])[O-:13].[Na+].[Na+].[N+](C1C=CC(S(O[C@H:31]([C:36]2[CH:41]=[CH:40][CH:39]=[CH:38][C:37]=2[Cl:42])[C:32]([O:34]C)=[O:33])(=O)=O)=CC=1)([O-])=O.C(=O)(O)[O-].[Na+], predict the reaction product. (2) Given the reactants F[P-](F)(F)(F)(F)F.[N:8]1([O:17][P+](N(C)C)(N(C)C)N(C)C)[C:12]2[CH:13]=[CH:14][CH:15]=[CH:16][C:11]=2[N:10]=[N:9]1.[CH2:28]([C:30]1[NH:41][C:33]2[N:34]=[C:35]([S:39][CH3:40])[NH:36][C:37](=O)[C:32]=2[CH:31]=1)[CH3:29].CCN(CC)CC.C1C=CC2N(O)N=NC=2C=1, predict the reaction product. The product is: [CH2:28]([C:30]1[NH:41][C:33]2[N:34]=[C:35]([S:39][CH3:40])[N:36]=[C:37]([O:17][N:8]3[C:12]4[CH:13]=[CH:14][CH:15]=[CH:16][C:11]=4[N:10]=[N:9]3)[C:32]=2[CH:31]=1)[CH3:29]. (3) Given the reactants [Br:1][C:2]1[CH:3]=[C:4]2[C:10](=[O:11])[C:9](=[O:12])[NH:8][C:5]2=[N:6][CH:7]=1.Br[C:14]1[CH:15]=[C:16]([CH3:22])[CH:17]=[CH:18][C:19]=1[O:20][CH3:21], predict the reaction product. The product is: [Br:1][C:2]1[CH:3]=[C:4]2[C:10]([OH:11])([C:14]3[CH:15]=[C:16]([CH3:22])[CH:17]=[CH:18][C:19]=3[O:20][CH3:21])[C:9](=[O:12])[NH:8][C:5]2=[N:6][CH:7]=1. (4) Given the reactants [NH:1]([C:3]1[CH:11]=[CH:10][C:6]([C:7]([OH:9])=[O:8])=[CH:5][N:4]=1)[NH2:2].[C:12]([C:14]1[C:19]([F:20])=[CH:18][C:17]([C:21](=[CH:26]N(C)C)[C:22](OC)=[O:23])=[C:16]([CH3:30])[CH:15]=1)#[N:13].Cl.C(N(C(C)C)C(C)C)C, predict the reaction product. The product is: [C:12]([C:14]1[C:19]([F:20])=[CH:18][C:17]([C:21]2[CH:26]=[N:2][N:1]([C:3]3[CH:11]=[CH:10][C:6]([C:7]([OH:9])=[O:8])=[CH:5][N:4]=3)[C:22]=2[OH:23])=[C:16]([CH3:30])[CH:15]=1)#[N:13]. (5) Given the reactants C[CH:2](C)[C@@H:3]([N:8]1[CH2:16][C:15]2[C:10](=[CH:11][CH:12]=[C:13]([C:17]3[CH:22]=[CH:21][C:20]([NH:23][C:24]([NH:26][C:27]4[CH:32]=[CH:31][CH:30]=[C:29]([C:33]([F:36])([F:35])[F:34])[CH:28]=4)=[O:25])=[CH:19][CH:18]=3)[CH:14]=2)[C:9]1=[O:37])[C:4]([O:6][CH3:7])=[O:5].BrC1C=C2C(=CC=1)C(=O)N([C@@H](C)C(OC)=O)C2.CC1(C)C(C)(C)OB(C2C=CC(NC(NC3C=CC=C(C(F)(F)F)C=3)=O)=CC=2)O1, predict the reaction product. The product is: [O:37]=[C:9]1[C:10]2[C:15](=[CH:14][C:13]([C:17]3[CH:18]=[CH:19][C:20]([NH:23][C:24]([NH:26][C:27]4[CH:32]=[CH:31][CH:30]=[C:29]([C:33]([F:34])([F:36])[F:35])[CH:28]=4)=[O:25])=[CH:21][CH:22]=3)=[CH:12][CH:11]=2)[CH2:16][N:8]1[C@@H:3]([CH3:2])[C:4]([O:6][CH3:7])=[O:5]. (6) Given the reactants [C:1]([C:5]1[N:10]=[CH:9][C:8]([C:11]2[N:12]([C:32](Cl)=[O:33])[C@@:13]([C:25]3[CH:30]=[CH:29][C:28]([Cl:31])=[CH:27][CH:26]=3)([CH3:24])[C@@:14]([C:17]3[CH:22]=[CH:21][C:20]([Cl:23])=[CH:19][CH:18]=3)([CH3:16])[N:15]=2)=[C:7]([O:35][CH2:36][CH3:37])[CH:6]=1)([CH3:4])([CH3:3])[CH3:2].Cl.Cl.[N:40]1([C:46](=[O:54])[CH2:47][NH:48][C:49]2[S:50][CH:51]=[CH:52][N:53]=2)[CH2:45][CH2:44][NH:43][CH2:42][CH2:41]1, predict the reaction product. The product is: [C:1]([C:5]1[N:10]=[CH:9][C:8]([C:11]2[N:12]([C:32]([N:43]3[CH2:42][CH2:41][N:40]([C:46](=[O:54])[CH2:47][NH:48][C:49]4[S:50][CH:51]=[CH:52][N:53]=4)[CH2:45][CH2:44]3)=[O:33])[C@@:13]([C:25]3[CH:26]=[CH:27][C:28]([Cl:31])=[CH:29][CH:30]=3)([CH3:24])[C@@:14]([C:17]3[CH:18]=[CH:19][C:20]([Cl:23])=[CH:21][CH:22]=3)([CH3:16])[N:15]=2)=[C:7]([O:35][CH2:36][CH3:37])[CH:6]=1)([CH3:2])([CH3:3])[CH3:4].